Dataset: Peptide-MHC class II binding affinity with 134,281 pairs from IEDB. Task: Regression. Given a peptide amino acid sequence and an MHC pseudo amino acid sequence, predict their binding affinity value. This is MHC class II binding data. (1) The peptide sequence is EKKYFIATQFEPLAA. The MHC is HLA-DQA10501-DQB10301 with pseudo-sequence HLA-DQA10501-DQB10301. The binding affinity (normalized) is 0.208. (2) The peptide sequence is VEDNLVKLKNVLNVY. The MHC is DRB1_1201 with pseudo-sequence DRB1_1201. The binding affinity (normalized) is 0.767. (3) The peptide sequence is ISGLKPGVDYTITVY. The MHC is DRB3_0101 with pseudo-sequence DRB3_0101. The binding affinity (normalized) is 0.350. (4) The peptide sequence is TGTGKDAITSGIEVV. The MHC is DRB1_0301 with pseudo-sequence DRB1_0301. The binding affinity (normalized) is 0. (5) The peptide sequence is YTTEGGTKGEAKDVI. The MHC is DRB1_0901 with pseudo-sequence DRB1_0901. The binding affinity (normalized) is 0.154. (6) The peptide sequence is CISMIGLCACVVDVW. The MHC is DRB1_1501 with pseudo-sequence DRB1_1501. The binding affinity (normalized) is 0.227. (7) The MHC is HLA-DQA10102-DQB10602 with pseudo-sequence HLA-DQA10102-DQB10602. The peptide sequence is INEPTAAAIAIGLDR. The binding affinity (normalized) is 0.749.